Dataset: Forward reaction prediction with 1.9M reactions from USPTO patents (1976-2016). Task: Predict the product of the given reaction. (1) Given the reactants I[C:2]1[CH:7]=[CH:6][C:5]([S:8]([C:11]2[C:16]([CH3:17])=[CH:15][C:14]([CH3:18])=[CH:13][C:12]=2[CH3:19])(=[O:10])=[O:9])=[CH:4][CH:3]=1.[F:20][C:21]1[CH:26]=[CH:25][C:24](B(O)O)=[CH:23][N:22]=1.CC([O-])=O.[K+], predict the reaction product. The product is: [F:20][C:21]1[CH:26]=[CH:25][C:24]([C:2]2[CH:7]=[CH:6][C:5]([S:8]([C:11]3[C:16]([CH3:17])=[CH:15][C:14]([CH3:18])=[CH:13][C:12]=3[CH3:19])(=[O:10])=[O:9])=[CH:4][CH:3]=2)=[CH:23][N:22]=1. (2) The product is: [O:32]1[C:36]2[CH:37]=[CH:38][C:39]([O:41][C:42]3[CH:49]=[CH:48][C:45]([CH2:46][NH:47][C:4](=[O:6])[C:3]4[CH:7]=[CH:8][CH:9]=[N:10][C:2]=4[NH2:1])=[CH:44][CH:43]=3)=[CH:40][C:35]=2[O:34][CH2:33]1. Given the reactants [NH2:1][C:2]1[N:10]=[CH:9][CH:8]=[CH:7][C:3]=1[C:4]([OH:6])=O.ON1C2C=CC=CC=2N=N1.CCN=C=NCCCN(C)C.[O:32]1[C:36]2[CH:37]=[CH:38][C:39]([O:41][C:42]3[CH:49]=[CH:48][C:45]([CH2:46][NH2:47])=[CH:44][CH:43]=3)=[CH:40][C:35]=2[O:34][CH2:33]1.C(=O)(O)[O-].[Na+], predict the reaction product. (3) Given the reactants [Cl:1][C:2]1[CH:3]=[CH:4][CH:5]=[C:6]([NH2:11])[C:7]=1[C:8](O)=[O:9].[N:12]1[CH:17]=CC=NN=1, predict the reaction product. The product is: [Cl:1][C:2]1[CH:3]=[CH:4][CH:5]=[C:6]2[C:7]=1[C:8](=[O:9])[NH:12][CH:17]=[N:11]2. (4) Given the reactants ClS(O)(=O)=O.[CH3:6][O:7][C:8](=[O:23])[CH2:9][CH:10]1[CH2:18][C:17]2[C:12](=[CH:13][CH:14]=[C:15]([S:19](Cl)(=[O:21])=[O:20])[CH:16]=2)[CH2:11]1.[CH3:24][O:25][C:26](=[O:41])[CH2:27][CH:28]1[CH2:36][C:35]2[C:30](=[CH:31][CH:32]=[CH:33][C:34]=2[S:37](Cl)(=[O:39])=[O:38])[CH2:29]1.[F:42][C:43]([F:57])([F:56])[C:44]1[CH:49]=[CH:48][C:47]([N:50]2[CH2:55][CH2:54][NH:53][CH2:52][CH2:51]2)=[CH:46][CH:45]=1.C(N(CC)CC)C, predict the reaction product. The product is: [CH3:6][O:7][C:8](=[O:23])[CH2:9][CH:10]1[CH2:18][C:17]2[C:12](=[CH:13][CH:14]=[C:15]([S:19]([N:53]3[CH2:52][CH2:51][N:50]([C:47]4[CH:46]=[CH:45][C:44]([C:43]([F:56])([F:57])[F:42])=[CH:49][CH:48]=4)[CH2:55][CH2:54]3)(=[O:21])=[O:20])[CH:16]=2)[CH2:11]1.[CH3:24][O:25][C:26](=[O:41])[CH2:27][CH:28]1[CH2:36][C:35]2[C:30](=[CH:31][CH:32]=[CH:33][C:34]=2[S:37]([N:53]2[CH2:52][CH2:51][N:50]([C:47]3[CH:46]=[CH:45][C:44]([C:43]([F:56])([F:57])[F:42])=[CH:49][CH:48]=3)[CH2:55][CH2:54]2)(=[O:39])=[O:38])[CH2:29]1. (5) Given the reactants [N:1]1[N:5]2[CH2:6][CH2:7][CH2:8][CH2:9][C:4]2=[CH:3][C:2]=1[OH:10].[Cl:11]N1C(=O)CCC1=O.O, predict the reaction product. The product is: [Cl:11][C:3]1[C:2]([OH:10])=[N:1][N:5]2[CH2:6][CH2:7][CH2:8][CH2:9][C:4]=12.